Dataset: Retrosynthesis with 50K atom-mapped reactions and 10 reaction types from USPTO. Task: Predict the reactants needed to synthesize the given product. (1) The reactants are: Cc1c(Cl)nc2cc(F)cc(F)c2c1Cl.O=S1(=O)CCCN1. Given the product Cc1c(N2CCCS2(=O)=O)nc2cc(F)cc(F)c2c1Cl, predict the reactants needed to synthesize it. (2) Given the product CC(C)[C@@H](C)Oc1ccc2c(n1)OCCNC2, predict the reactants needed to synthesize it. The reactants are: CC(C)[C@@H](C)Oc1ccc2c(n1)OCCN(C(=O)OC(C)(C)C)C2.